This data is from Forward reaction prediction with 1.9M reactions from USPTO patents (1976-2016). The task is: Predict the product of the given reaction. (1) Given the reactants [Cl:1][C:2]1[N:11]=[C:10](Cl)[C:9]2[C:4](=[CH:5][C:6]([O:15][CH3:16])=[C:7]([O:13][CH3:14])[CH:8]=2)[N:3]=1.Cl.[CH3:18][S:19]([C:22]1[CH:29]=[CH:28][C:25]([CH2:26]N)=[CH:24][CH:23]=1)(=[O:21])=[O:20].C(N(C(C)C)CC)(C)C.P(=O)(O)(O)O, predict the reaction product. The product is: [Cl:1][C:2]1[N:11]=[C:10]([CH2:26][C:25]2[CH:24]=[CH:23][C:22]([S:19]([CH3:18])(=[O:21])=[O:20])=[CH:29][CH:28]=2)[C:9]2[C:4](=[CH:5][C:6]([O:15][CH3:16])=[C:7]([O:13][CH3:14])[CH:8]=2)[N:3]=1. (2) Given the reactants Br[C:2]1[CH:3]=[CH:4][C:5]2[N:6]([N:8]=[C:9]([C:11]([N:13]3[CH2:18][CH2:17][CH2:16][CH2:15][CH2:14]3)=[O:12])[N:10]=2)[CH:7]=1.[F:19][C:20]1[CH:25]=[CH:24][C:23]([C:26]#[CH:27])=[CH:22][CH:21]=1, predict the reaction product. The product is: [F:19][C:20]1[CH:25]=[CH:24][C:23]([C:26]#[C:27][C:2]2[CH:3]=[CH:4][C:5]3[N:6]([N:8]=[C:9]([C:11]([N:13]4[CH2:18][CH2:17][CH2:16][CH2:15][CH2:14]4)=[O:12])[N:10]=3)[CH:7]=2)=[CH:22][CH:21]=1. (3) Given the reactants Br[C:2]1[CH:3]=[CH:4][C:5]([C:8]#[N:9])=[N:6][CH:7]=1.[CH3:10][S:11]([O-:13])=[O:12].[Na+].CS(C)=O, predict the reaction product. The product is: [CH3:10][S:11]([C:2]1[CH:3]=[CH:4][C:5]([C:8]#[N:9])=[N:6][CH:7]=1)(=[O:13])=[O:12]. (4) Given the reactants [OH:1][C:2]1[CH:11]=[C:10]2[C:5]([C:6]([C:16]3[CH:21]=[CH:20][CH:19]=[CH:18][CH:17]=3)=[CH:7][C:8]([C:12]([O:14]C)=[O:13])=[CH:9]2)=[CH:4][CH:3]=1.[Cl:22][C:23]1[C:30]([Cl:31])=[CH:29][CH:28]=[C:27]([Cl:32])[C:24]=1[CH2:25]Br.C(=O)([O-])[O-].[K+].[K+], predict the reaction product. The product is: [C:16]1([C:6]2[C:5]3[C:10](=[CH:11][C:2]([O:1][CH2:25][C:24]4[C:27]([Cl:32])=[CH:28][CH:29]=[C:30]([Cl:31])[C:23]=4[Cl:22])=[CH:3][CH:4]=3)[CH:9]=[C:8]([C:12]([OH:14])=[O:13])[CH:7]=2)[CH:17]=[CH:18][CH:19]=[CH:20][CH:21]=1. (5) Given the reactants Br[CH2:2][C:3]([C:5]1[CH:10]=[CH:9][C:8]([F:11])=[CH:7][CH:6]=1)=O.[C:12]([CH2:14][C:15]([NH2:17])=[S:16])#[N:13], predict the reaction product. The product is: [F:11][C:8]1[CH:9]=[CH:10][C:5]([C:3]2[N:17]=[C:15]([CH2:14][C:12]#[N:13])[S:16][CH:2]=2)=[CH:6][CH:7]=1. (6) Given the reactants C([O:3][C:4](=[O:14])[C:5]([C:7]1[S:8][CH:9]=[C:10]([Br:13])[C:11]=1[Br:12])=[O:6])C.[OH-].[Na+].Cl, predict the reaction product. The product is: [Br:12][C:11]1[C:10]([Br:13])=[CH:9][S:8][C:7]=1[C:5](=[O:6])[C:4]([OH:14])=[O:3]. (7) Given the reactants Cl[C:2]1[CH:7]=[CH:6][N:5]=[C:4]([NH:8][C:9]2[CH:14]=[CH:13][CH:12]=[C:11]([S:15]([CH3:18])(=[O:17])=[O:16])[CH:10]=2)[N:3]=1.[Cl:19][C:20]1[CH:28]=[CH:27][C:23]2[CH:24]=[CH:25][O:26][C:22]=2[C:21]=1[NH2:29].Cl, predict the reaction product. The product is: [Cl:19][C:20]1[CH:28]=[CH:27][C:23]2[CH:24]=[CH:25][O:26][C:22]=2[C:21]=1[NH:29][C:2]1[CH:7]=[CH:6][N:5]=[C:4]([NH:8][C:9]2[CH:14]=[CH:13][CH:12]=[C:11]([S:15]([CH3:18])(=[O:17])=[O:16])[CH:10]=2)[N:3]=1.